Dataset: Catalyst prediction with 721,799 reactions and 888 catalyst types from USPTO. Task: Predict which catalyst facilitates the given reaction. (1) Reactant: [C:1]([Si:5]([CH3:20])([CH3:19])[O:6][CH2:7][CH2:8][O:9][C:10]1[CH:11]=[C:12]([CH:16]=[CH:17][CH:18]=1)[CH:13]=[N:14][CH3:15])([CH3:4])([CH3:3])[CH3:2]. Product: [C:1]([Si:5]([CH3:19])([CH3:20])[O:6][CH2:7][CH2:8][O:9][C:10]1[CH:11]=[C:12]([CH:16]=[CH:17][CH:18]=1)[CH2:13][NH:14][CH3:15])([CH3:4])([CH3:3])[CH3:2]. The catalyst class is: 14. (2) Reactant: [NH2:1][CH2:2][C@@:3]1([CH2:10][C:11]([O:13]C(C)(C)C)=[O:12])[CH2:9][C@H:8]2[C@@H:4]1[CH:5]=[CH:6][CH2:7]2. Product: [NH2:1][CH2:2][C@@:3]1([CH2:10][C:11]([OH:13])=[O:12])[CH2:9][C@H:8]2[C@@H:4]1[CH:5]=[CH:6][CH2:7]2. The catalyst class is: 601. (3) Reactant: Cl[C:2]1[O:3][C:4]([C:15]2[C:24]3[C:19](=[CH:20][CH:21]=[CH:22][CH:23]=3)[C:18]([F:25])=[CH:17][CH:16]=2)=[C:5]([CH2:7][CH2:8][CH2:9][C:10]([O:12][CH2:13][CH3:14])=[O:11])[N:6]=1.[CH3:26][C:27]1[NH:28][CH:29]=[CH:30][N:31]=1.C(=O)([O-])[O-].[K+].[K+].CN(C)C=O. Product: [F:25][C:18]1[C:19]2[C:24](=[CH:23][CH:22]=[CH:21][CH:20]=2)[C:15]([C:4]2[O:3][C:2]([N:28]3[CH:29]=[CH:30][N:31]=[C:27]3[CH3:26])=[N:6][C:5]=2[CH2:7][CH2:8][CH2:9][C:10]([O:12][CH2:13][CH3:14])=[O:11])=[CH:16][CH:17]=1. The catalyst class is: 6. (4) Reactant: [N:1]1[C:6]2[C:7]3[CH:13]=[CH:12][CH:11]=[CH:10][C:8]=3[Se:9][C:5]=2[C:4](=[O:14])[NH:3][N:2]=1.[C:15](=O)([O-])[O-].[K+].[K+].IC. Product: [CH3:15][N:3]1[C:4](=[O:14])[C:5]2[Se:9][C:8]3[CH:10]=[CH:11][CH:12]=[CH:13][C:7]=3[C:6]=2[N:1]=[N:2]1. The catalyst class is: 21. (5) Reactant: [NH2:1][C:2]1[CH:3]=[C:4]2[NH:10][C:9]([C:11]3[CH:12]=[C:13]([NH:18][C:19]([C:21]4[O:22][C:23]([F:26])=[CH:24][CH:25]=4)=[O:20])[CH:14]=[CH:15][C:16]=3[Cl:17])=[N:8][C:5]2=[N:6][CH:7]=1.Cl[C:28]([O:30][CH:31]([CH3:33])[CH3:32])=[O:29].ClC([O-])=O. Product: [CH:31]([O:30][C:28](=[O:29])[NH:1][C:2]1[CH:3]=[C:4]2[NH:10][C:9]([C:11]3[CH:12]=[C:13]([NH:18][C:19]([C:21]4[O:22][C:23]([F:26])=[CH:24][CH:25]=4)=[O:20])[CH:14]=[CH:15][C:16]=3[Cl:17])=[N:8][C:5]2=[N:6][CH:7]=1)([CH3:33])[CH3:32]. The catalyst class is: 17.